Dataset: Catalyst prediction with 721,799 reactions and 888 catalyst types from USPTO. Task: Predict which catalyst facilitates the given reaction. (1) Reactant: [Cl:1][C:2]1[CH:7]=[CH:6][C:5]([C:8]([C:10]2[N:18]3[C:13]([CH:14]=[C:15]([O:19][CH2:20][C:21]4[CH:26]=[CH:25][CH:24]=[CH:23][N:22]=4)[CH:16]=[CH:17]3)=[C:12]([C:27](=[O:32])[C:28]([CH3:31])([CH3:30])[CH3:29])[C:11]=2[CH2:33][C:34]([CH3:41])([CH3:40])[C:35]([O:37]CC)=[O:36])=[O:9])=[CH:4][CH:3]=1.[OH-].[Na+].Cl. Product: [Cl:1][C:2]1[CH:3]=[CH:4][C:5]([C:8]([C:10]2[N:18]3[C:13]([CH:14]=[C:15]([O:19][CH2:20][C:21]4[CH:26]=[CH:25][CH:24]=[CH:23][N:22]=4)[CH:16]=[CH:17]3)=[C:12]([C:27](=[O:32])[C:28]([CH3:31])([CH3:30])[CH3:29])[C:11]=2[CH2:33][C:34]([CH3:41])([CH3:40])[C:35]([OH:37])=[O:36])=[O:9])=[CH:6][CH:7]=1. The catalyst class is: 36. (2) Reactant: [H-].[H-].[H-].[H-].[Li+].[Al+3].C[C:8]([N:11]([C@H:15]([CH3:23])[CH2:16][C:17]1[CH:22]=[CH:21][CH:20]=[CH:19][CH:18]=1)C(=O)[O-])(C)C. Product: [CH3:8][NH:11][C@H:15]([CH3:23])[CH2:16][C:17]1[CH:22]=[CH:21][CH:20]=[CH:19][CH:18]=1. The catalyst class is: 1.